This data is from Reaction yield outcomes from USPTO patents with 853,638 reactions. The task is: Predict the reaction yield, written as a fraction of the theoretical maximum amount of product (1.0 means a 100% yield; for example, 0.34 means a 34% yield). (1) The reactants are [N+:1]([C:4]1[CH:5]=[C:6]2[C:10](=[CH:11][CH:12]=1)[NH:9][C:8]([CH:13]([CH3:16])[CH2:14][OH:15])=[CH:7]2)([O-])=O.O.O.[Sn](Cl)(Cl)(Cl)Cl. The catalyst is C(O)C.C(OCC)(=O)C.O.C([O-])(O)=O.[Na+]. The product is [NH2:1][C:4]1[CH:5]=[C:6]2[C:10](=[CH:11][CH:12]=1)[NH:9][C:8]([CH:13]([CH3:16])[CH2:14][OH:15])=[CH:7]2. The yield is 0.820. (2) The reactants are C(Cl)(=O)[C:2](Cl)=[O:3].[Br:7][C:8]1[CH:13]=[CH:12][C:11]([CH:14]([CH2:18][CH3:19])C(O)=O)=[CH:10][CH:9]=1.[NH2:20][C:21]1[CH:22]=[CH:23][C:24]([S:37][CH2:38][CH3:39])=[C:25]([CH:36]=1)[CH2:26][N:27]([CH3:35])[C:28](=[O:34])[O:29][C:30]([CH3:33])([CH3:32])[CH3:31].N1C=CC=CC=1. The catalyst is C(Cl)Cl.CN(C=O)C.CN(C1C=CN=CC=1)C. The product is [Br:7][C:8]1[CH:9]=[CH:10][C:11]([CH2:14][CH2:18][CH2:19][C:2]([NH:20][C:21]2[CH:22]=[CH:23][C:24]([S:37][CH2:38][CH3:39])=[C:25]([CH:36]=2)[CH2:26][N:27]([CH3:35])[C:28](=[O:34])[O:29][C:30]([CH3:31])([CH3:32])[CH3:33])=[O:3])=[CH:12][CH:13]=1. The yield is 0.880. (3) The reactants are [C:1]([O:5][C:6]([NH:8][C:9]1[CH:14]=[CH:13][CH:12]=[CH:11][C:10]=1[NH:15][C:16](=[O:32])[C:17]1[CH:22]=[CH:21][C:20](B2OC(C)(C)C(C)(C)O2)=[CH:19][CH:18]=1)=[O:7])([CH3:4])([CH3:3])[CH3:2].Br[C:34]1[CH:35]=[N:36][C:37]([Cl:40])=[N:38][CH:39]=1.C(=O)([O-])O.[Na+]. The catalyst is [Pd].C1(P(C2C=CC=CC=2)C2C=CC=CC=2)C=CC=CC=1.C1(P(C2C=CC=CC=2)C2C=CC=CC=2)C=CC=CC=1.C1(P(C2C=CC=CC=2)C2C=CC=CC=2)C=CC=CC=1.C1(P(C2C=CC=CC=2)C2C=CC=CC=2)C=CC=CC=1.COCCOC. The product is [C:1]([O:5][C:6]([NH:8][C:9]1[CH:14]=[CH:13][CH:12]=[CH:11][C:10]=1[NH:15][C:16](=[O:32])[C:17]1[CH:18]=[CH:19][C:20]([C:34]2[CH:35]=[N:36][C:37]([Cl:40])=[N:38][CH:39]=2)=[CH:21][CH:22]=1)=[O:7])([CH3:4])([CH3:2])[CH3:3]. The yield is 0.610. (4) The reactants are [F:1][C:2]1[C:3](=[O:9])[NH:4][C:5](=[O:8])[NH:6][CH:7]=1.S([O-])([O-])(=O)=O.[NH4+].[NH4+].C(O[CH:21]1[O:34][C@H:33]([CH2:35][O:36][C:37](=[O:39])[CH3:38])[C@H:27]([O:28][S:29]([CH3:32])(=[O:31])=[O:30])[C@H:22]1[O:23][C:24](=[O:26])[CH3:25])(=O)C.[Sn](Cl)(Cl)(Cl)Cl.C(=O)(O)[O-].[Na+].C(=O)=O. The catalyst is C[Si](C)(C)N[Si](C)(C)C.ClCCCl. The product is [C:24]([O:23][C@@H:22]1[C@@H:27]([O:28][S:29]([CH3:32])(=[O:30])=[O:31])[C@@H:33]([CH2:35][O:36][C:37](=[O:39])[CH3:38])[O:34][C@H:21]1[N:6]1[CH:7]=[C:2]([F:1])[C:3](=[O:9])[NH:4][C:5]1=[O:8])(=[O:26])[CH3:25]. The yield is 0.620. (5) The reactants are [CH3:1][C:2]1([CH3:16])[C:7]2[CH:8]=[C:9](B(O)O)[CH:10]=[CH:11][C:6]=2[NH:5][C:4](=[O:15])[O:3]1.Br[C:18]1[CH:19]=[C:20]([C:24]2[N:28]=[CH:27][S:26][N:25]=2)[CH:21]=[CH:22][CH:23]=1. No catalyst specified. The product is [S:26]1[CH:27]=[N:28][C:24]([C:20]2[CH:21]=[CH:22][CH:23]=[CH:18][C:19]=2[C:9]2[CH:10]=[CH:11][C:6]3[NH:5][C:4](=[O:15])[O:3][C:2]([CH3:16])([CH3:1])[C:7]=3[CH:8]=2)=[N:25]1. The yield is 0.350. (6) The reactants are [Br:1][C:2]1[CH:13]=[CH:12][C:5]([O:6][CH2:7][CH2:8][CH2:9][CH2:10][NH2:11])=[CH:4][CH:3]=1.[CH:14]1[C:26]2[CH:25]([CH2:27][O:28][C:29](=[O:108])[NH:30][CH2:31][CH2:32][O:33][CH2:34][CH2:35][O:36][CH2:37][CH2:38][O:39][CH2:40][CH2:41][O:42][CH2:43][CH2:44][O:45][CH2:46][CH2:47][O:48][CH2:49][CH2:50][O:51][CH2:52][CH2:53][O:54][CH2:55][CH2:56][O:57][CH2:58][CH2:59][O:60][CH2:61][CH2:62][O:63][CH2:64][CH2:65][O:66][CH2:67][CH2:68][O:69][CH2:70][CH2:71][O:72][CH2:73][CH2:74][O:75][CH2:76][CH2:77][O:78][CH2:79][CH2:80][O:81][CH2:82][CH2:83][O:84][CH2:85][CH2:86][O:87][CH2:88][CH2:89][O:90][CH2:91][CH2:92][O:93][CH2:94][CH2:95][O:96][CH2:97][CH2:98][O:99][CH2:100][CH2:101][O:102][CH2:103][CH2:104][C:105](O)=[O:106])[C:24]3[C:19](=[CH:20][CH:21]=[CH:22][CH:23]=3)[C:18]=2[CH:17]=[CH:16][CH:15]=1.ClCCl. The catalyst is CO. The product is [Br:1][C:2]1[CH:13]=[CH:12][C:5]([O:6][CH2:7][CH2:8][CH2:9][CH2:10][NH:11][C:105](=[O:106])[CH2:104][CH2:103][O:102][CH2:101][CH2:100][O:99][CH2:98][CH2:97][O:96][CH2:95][CH2:94][O:93][CH2:92][CH2:91][O:90][CH2:89][CH2:88][O:87][CH2:86][CH2:85][O:84][CH2:83][CH2:82][O:81][CH2:80][CH2:79][O:78][CH2:77][CH2:76][O:75][CH2:74][CH2:73][O:72][CH2:71][CH2:70][O:69][CH2:68][CH2:67][O:66][CH2:65][CH2:64][O:63][CH2:62][CH2:61][O:60][CH2:59][CH2:58][O:57][CH2:56][CH2:55][O:54][CH2:53][CH2:52][O:51][CH2:50][CH2:49][O:48][CH2:47][CH2:46][O:45][CH2:44][CH2:43][O:42][CH2:41][CH2:40][O:39][CH2:38][CH2:37][O:36][CH2:35][CH2:34][O:33][CH2:32][CH2:31][NH:30][C:29](=[O:108])[O:28][CH2:27][CH:25]2[C:26]3[CH:14]=[CH:15][CH:16]=[CH:17][C:18]=3[C:19]3[C:24]2=[CH:23][CH:22]=[CH:21][CH:20]=3)=[CH:4][CH:3]=1. The yield is 0.710. (7) The yield is 0.560. The product is [Cl:10][C:6]1[CH:5]=[C:4]([C:21]([C:23]([F:26])([F:25])[F:24])=[CH2:22])[CH:3]=[C:2]([Cl:1])[C:7]=1[C:23]([F:26])([F:25])[F:24]. The reactants are [Cl:1][C:2]1[CH:3]=[C:4](B2OC(C)(C)C(C)(C)O2)[CH:5]=[C:6]([Cl:10])[C:7]=1OC.Br[C:21]([C:23]([F:26])([F:25])[F:24])=[CH2:22].C([O-])([O-])=O.[Cs+].[Cs+]. The catalyst is C1COCC1.Cl[Pd](Cl)([P](C1C=CC=CC=1)(C1C=CC=CC=1)C1C=CC=CC=1)[P](C1C=CC=CC=1)(C1C=CC=CC=1)C1C=CC=CC=1. (8) The catalyst is O1CCCC1. The reactants are [F:1][CH:2]([F:13])[C:3]1[C:7]([C:8](Cl)=[O:9])=[C:6]([F:11])[N:5]([CH3:12])[N:4]=1.[CH3:14][C:15]1([C:19]2[CH:29]=[CH:28][CH:27]=[CH:26][C:20]=2[CH2:21][NH:22][CH:23]2[CH2:25][CH2:24]2)[CH2:18][O:17][CH2:16]1.C(N(CC)CC)C. The product is [CH:23]1([N:22]([CH2:21][C:20]2[CH:26]=[CH:27][CH:28]=[CH:29][C:19]=2[C:15]2([CH3:14])[CH2:16][O:17][CH2:18]2)[C:8]([C:7]2[C:3]([CH:2]([F:13])[F:1])=[N:4][N:5]([CH3:12])[C:6]=2[F:11])=[O:9])[CH2:24][CH2:25]1. The yield is 0.820. (9) The reactants are [N:1]1[CH:6]=[CH:5][CH:4]=[CH:3][C:2]=1[C:7]1[O:11][CH:10]=[N:9][CH:8]=1.[Li][CH2:13][CH2:14][CH2:15][CH3:16].[OH:17][C:18]1[CH:23]=[CH:22][C:21]([CH2:24][CH2:25][C:26](Cl)=[O:27])=[CH:20][CH:19]=1.[CH2:29]1[CH2:33]OC[CH2:30]1. The catalyst is [Cl-].[Cl-].[Zn+2].[Cu]I. The product is [O:27]=[C:26]([C:10]1[O:11][C:7]([C:2]2[CH:3]=[CH:4][CH:5]=[CH:6][N:1]=2)=[CH:8][N:9]=1)[CH2:25][CH2:24][C:21]1[CH:22]=[CH:23][C:18]([O:17][CH2:16][C:15]2[CH:33]=[CH:29][CH:30]=[CH:13][CH:14]=2)=[CH:19][CH:20]=1. The yield is 0.330. (10) The reactants are [NH:1]1[CH:5]=[C:4]([C:6]2[C:7]([NH2:13])=[N:8][C:9]([NH2:12])=[CH:10][CH:11]=2)[CH:3]=[N:2]1.[H-].[Na+].[CH2:16]([O:23][C:24]1[CH:31]=[CH:30][C:27]([CH2:28]Cl)=[CH:26][CH:25]=1)[C:17]1[CH:22]=[CH:21][CH:20]=[CH:19][CH:18]=1. The catalyst is CN(C)C=O. The product is [CH2:16]([O:23][C:24]1[CH:25]=[CH:26][C:27]([CH2:28][N:1]2[CH:5]=[C:4]([C:6]3[C:7]([NH2:13])=[N:8][C:9]([NH2:12])=[CH:10][CH:11]=3)[CH:3]=[N:2]2)=[CH:30][CH:31]=1)[C:17]1[CH:18]=[CH:19][CH:20]=[CH:21][CH:22]=1. The yield is 0.450.